Dataset: Reaction yield outcomes from USPTO patents with 853,638 reactions. Task: Predict the reaction yield, written as a fraction of the theoretical maximum amount of product (1.0 means a 100% yield; for example, 0.34 means a 34% yield). (1) The reactants are O=C1C2C(=CC=CC=2)C(=O)[N:3]1[CH2:12][CH2:13][CH2:14][O:15][C:16]1[CH:21]=[CH:20][C:19]([F:22])=[CH:18][C:17]=1[C@H:23]1[CH2:27][CH2:26][CH2:25][N:24]1[C:28]1[CH:33]=[CH:32][N:31]2[N:34]=[CH:35][C:36]([C:37]([O:39][CH2:40][CH3:41])=[O:38])=[C:30]2[N:29]=1.O.NN.C1COCC1. The catalyst is CO. The product is [NH2:3][CH2:12][CH2:13][CH2:14][O:15][C:16]1[CH:21]=[CH:20][C:19]([F:22])=[CH:18][C:17]=1[C@H:23]1[CH2:27][CH2:26][CH2:25][N:24]1[C:28]1[CH:33]=[CH:32][N:31]2[N:34]=[CH:35][C:36]([C:37]([O:39][CH2:40][CH3:41])=[O:38])=[C:30]2[N:29]=1. The yield is 0.720. (2) The reactants are C(O)(C)C.C([O-])=O.[NH4+].Cl[C:10]1[N:11]=[C:12]([N:25]2[CH2:30][CH2:29][CH2:28][CH2:27][CH2:26]2)[C:13]2[N:19]=[C:18]([C:20]([O:22][CH3:23])=[O:21])[CH:17]=[C:16](Cl)[C:14]=2[N:15]=1. The catalyst is O.[Pd]. The product is [N:25]1([C:12]2[C:13]3[N:19]=[C:18]([C:20]([O:22][CH3:23])=[O:21])[CH:17]=[CH:16][C:14]=3[N:15]=[CH:10][N:11]=2)[CH2:30][CH2:29][CH2:28][CH2:27][CH2:26]1. The yield is 0.830. (3) The reactants are C(OC([N:8]1[CH2:12][CH2:11][C:10]([C:15]2[CH:20]=[CH:19][C:18]([F:21])=[C:17]([F:22])[CH:16]=2)([O:13][CH3:14])[CH2:9]1)=O)(C)(C)C.FC(F)(F)C(O)=O. The catalyst is C(Cl)Cl. The product is [F:22][C:17]1[CH:16]=[C:15]([C:10]2([O:13][CH3:14])[CH2:11][CH2:12][NH:8][CH2:9]2)[CH:20]=[CH:19][C:18]=1[F:21]. The yield is 0.630. (4) The reactants are F.F.F.C(N(CC)CC)C.C(N(CC)CC)C.[Si]([O:35][CH2:36][C@H:37]1[O:41][C@@H:40]([N:42]2[CH:49]=[C:48]([CH3:50])[C:46](=[O:47])[NH:45][C:43]2=[O:44])[C@H:39]([O:51][CH2:52][CH2:53][O:54][N:55]([CH3:57])[CH3:56])[C@@H:38]1[OH:58])(C(C)(C)C)(C1C=CC=CC=1)C1C=CC=CC=1.CO. The catalyst is C1COCC1.C(Cl)Cl. The product is [CH3:56][N:55]([CH3:57])[O:54][CH2:53][CH2:52][O:51][C@@H:39]1[C@H:38]([OH:58])[C@@H:37]([CH2:36][OH:35])[O:41][C@H:40]1[N:42]1[CH:49]=[C:48]([CH3:50])[C:46](=[O:47])[NH:45][C:43]1=[O:44]. The yield is 0.925. (5) The reactants are O1[C:5]2([CH2:10][CH2:9][CH:8]([N:11]3[C:16](=[O:17])[C:15]([CH2:18][C:19]4[CH:24]=[CH:23][C:22]([C:25]5[C:26]([C:31]#[N:32])=[CH:27][CH:28]=[CH:29][CH:30]=5)=[C:21]([F:33])[CH:20]=4)=[C:14]([CH2:34][CH2:35][CH3:36])[N:13]4[N:37]=[CH:38][CH:39]=[C:12]34)[CH2:7][CH2:6]2)[O:4]CC1.Cl.[OH-].[Na+]. The catalyst is O1CCCC1.C(OCC)(=O)C. The product is [F:33][C:21]1[CH:20]=[C:19]([CH2:18][C:15]2[C:16](=[O:17])[N:11]([C@H:8]3[CH2:9][CH2:10][C@H:5]([OH:4])[CH2:6][CH2:7]3)[C:12]3[N:13]([N:37]=[CH:38][CH:39]=3)[C:14]=2[CH2:34][CH2:35][CH3:36])[CH:24]=[CH:23][C:22]=1[C:25]1[C:26]([C:31]#[N:32])=[CH:27][CH:28]=[CH:29][CH:30]=1. The yield is 0.910. (6) The product is [CH3:1][C:2]1[N:3]([S:18]([C:21]2[CH:22]=[N:23][CH:24]=[CH:25][CH:26]=2)(=[O:19])=[O:20])[C:4]([C:12]2[CH:13]=[CH:14][CH:15]=[CH:16][CH:17]=2)=[CH:5][C:6]=1[CH:7]=[O:8]. The catalyst is O1CCCC1.C1(C)C=CC=CC=1. The yield is 0.270. The reactants are [CH3:1][C:2]1[N:3]([S:18]([C:21]2[CH:22]=[N:23][CH:24]=[CH:25][CH:26]=2)(=[O:20])=[O:19])[C:4]([C:12]2[CH:17]=[CH:16][CH:15]=[CH:14][CH:13]=2)=[CH:5][C:6]=1[C:7](OCC)=[O:8].[H-].C([Al+]CC(C)C)C(C)C.O.C(OCC)(=O)C.